From a dataset of Forward reaction prediction with 1.9M reactions from USPTO patents (1976-2016). Predict the product of the given reaction. Given the reactants C(OC1C=C(C(C)(C)O)C=C(C(C)(C)O)C=1)C1C=CC=CC=1.C([O:30][C:31]1[CH:32]=[C:33]([C:43]([CH2:47][CH3:48])([CH2:45][CH3:46])O)[CH:34]=[C:35]([C:37]([CH2:41][CH3:42])([CH2:39][CH3:40])O)[CH:36]=1)C1C=CC=CC=1, predict the reaction product. The product is: [CH2:45]([CH:43]([C:33]1[CH:32]=[C:31]([OH:30])[CH:36]=[C:35]([CH:37]([CH2:39][CH3:40])[CH2:41][CH3:42])[CH:34]=1)[CH2:47][CH3:48])[CH3:46].